Dataset: Full USPTO retrosynthesis dataset with 1.9M reactions from patents (1976-2016). Task: Predict the reactants needed to synthesize the given product. (1) Given the product [CH2:1]([N:8]([CH2:14][C:15]1[CH:20]=[C:19]([C:21]([F:24])([F:23])[F:22])[CH:18]=[CH:17][C:16]=1[B:26]1[O:30][C:29]([CH3:32])([CH3:31])[C:28]([CH3:34])([CH3:33])[O:27]1)[C:9]([CH:11]1[CH2:13][CH2:12]1)=[O:10])[C:2]1[CH:7]=[CH:6][CH:5]=[CH:4][CH:3]=1, predict the reactants needed to synthesize it. The reactants are: [CH2:1]([N:8]([CH2:14][C:15]1[CH:20]=[C:19]([C:21]([F:24])([F:23])[F:22])[CH:18]=[CH:17][C:16]=1Br)[C:9]([CH:11]1[CH2:13][CH2:12]1)=[O:10])[C:2]1[CH:7]=[CH:6][CH:5]=[CH:4][CH:3]=1.[B:26]1([B:26]2[O:30][C:29]([CH3:32])([CH3:31])[C:28]([CH3:34])([CH3:33])[O:27]2)[O:30][C:29]([CH3:32])([CH3:31])[C:28]([CH3:34])([CH3:33])[O:27]1. (2) Given the product [N+:28]([C:18]1[C:19]([NH:21][C:22]2[CH:27]=[CH:26][CH:25]=[CH:24][CH:23]=2)=[CH:20][C:15]([O:3][C:4]2[CH:5]=[C:6]([NH:10][C:11](=[O:13])[CH3:12])[CH:7]=[CH:8][CH:9]=2)=[N:16][CH:17]=1)([O-:30])=[O:29], predict the reactants needed to synthesize it. The reactants are: [H-].[Na+].[OH:3][C:4]1[CH:5]=[C:6]([NH:10][C:11](=[O:13])[CH3:12])[CH:7]=[CH:8][CH:9]=1.Cl[C:15]1[CH:20]=[C:19]([NH:21][C:22]2[CH:27]=[CH:26][CH:25]=[CH:24][CH:23]=2)[C:18]([N+:28]([O-:30])=[O:29])=[CH:17][N:16]=1.O. (3) Given the product [CH3:16][O:17][C:18]1[C:27]([C:31](=[O:41])[CH2:32][NH:33][C:34](=[O:40])[O:35][C:36]([CH3:37])([CH3:38])[CH3:39])=[CH:26][C:25]2[C:20](=[CH:21][CH:22]=[CH:23][CH:24]=2)[N:19]=1, predict the reactants needed to synthesize it. The reactants are: C1(C)C=C(C)C=C(C)C=1Br.[Li]C(C)(C)C.[CH3:16][O:17][C:18]1[CH:27]=[CH:26][C:25]2[C:20](=[CH:21][CH:22]=[CH:23][CH:24]=2)[N:19]=1.CON(C)[C:31](=[O:41])[CH2:32][NH:33][C:34](=[O:40])[O:35][C:36]([CH3:39])([CH3:38])[CH3:37]. (4) Given the product [S:11]1[C:12]2[CH:17]=[CH:16][CH:15]=[CH:14][C:13]=2[CH2:18][O:2][CH:1]1[C:3]1[CH:10]=[CH:9][C:6]([C:7]#[N:8])=[CH:5][CH:4]=1, predict the reactants needed to synthesize it. The reactants are: [CH:1]([C:3]1[CH:10]=[CH:9][C:6]([C:7]#[N:8])=[CH:5][CH:4]=1)=[O:2].[SH:11][C:12]1[CH:17]=[CH:16][CH:15]=[CH:14][C:13]=1[CH2:18]O.Cl. (5) Given the product [ClH:18].[NH:1]([C:2]1[CH:3]=[CH:4][C:5]([CH2:8][C:9]([OH:11])=[O:10])=[CH:6][CH:7]=1)[NH2:12], predict the reactants needed to synthesize it. The reactants are: [NH2:1][C:2]1[CH:7]=[CH:6][C:5]([CH2:8][C:9]([OH:11])=[O:10])=[CH:4][CH:3]=1.[N:12]([O-])=O.[Na+].O.O.[Cl:18][Sn]Cl. (6) Given the product [O:1]1[CH2:2][CH2:3][CH:4]=[C:5]1[C:11]1[CH:16]=[CH:15][C:14]([S:17]([NH:20][CH2:21][C:22]([F:24])([F:23])[F:25])(=[O:18])=[O:19])=[CH:13][C:12]=1[N+:26]([O-:28])=[O:27], predict the reactants needed to synthesize it. The reactants are: [O:1]1[CH:5]=[CH:4][CH2:3][CH2:2]1.O1CC=C([C:11]2[CH:16]=[CH:15][C:14]([S:17]([NH:20][CH2:21][C:22]([F:25])([F:24])[F:23])(=[O:19])=[O:18])=[CH:13][C:12]=2[N+:26]([O-:28])=[O:27])C1. (7) Given the product [F:15][C:16]([F:27])([F:28])[O:17][C:18]1[CH:23]=[C:22]([C:2]2[C:7]3=[N:8][C:9]([C:12]([NH2:14])=[O:13])=[CH:10][N:11]=[C:6]3[CH:5]=[N:4][CH:3]=2)[CH:21]=[CH:20][CH:19]=1, predict the reactants needed to synthesize it. The reactants are: Br[C:2]1[C:7]2=[N:8][C:9]([C:12]([NH2:14])=[O:13])=[CH:10][N:11]=[C:6]2[CH:5]=[N:4][CH:3]=1.[F:15][C:16]([F:28])([F:27])[O:17][C:18]1[CH:19]=[C:20](B(O)O)[CH:21]=[CH:22][CH:23]=1.C(=O)([O-])[O-].[Cs+].[Cs+].O1CCOCC1. (8) Given the product [F:1][C:2]1[CH:3]=[C:4]([C:9]2[CH:10]=[C:11]3[C:18]4([CH:22]=[C:21]([F:23])[C:20]([NH2:41])=[N:19]4)[C:17]([CH3:25])([CH3:26])[CH2:16][O:15][C:12]3=[CH:13][CH:14]=2)[CH:5]=[C:6]([F:8])[CH:7]=1, predict the reactants needed to synthesize it. The reactants are: [F:1][C:2]1[CH:3]=[C:4]([C:9]2[CH:10]=[C:11]3[C:18]4([CH:22]=[C:21]([F:23])[C:20](=O)[NH:19]4)[C:17]([CH3:26])([CH3:25])[CH2:16][O:15][C:12]3=[CH:13][CH:14]=2)[CH:5]=[C:6]([F:8])[CH:7]=1.P12(SP3(SP(SP(S3)(S1)=S)(=S)S2)=S)=S.[NH3:41].C(OO)(C)(C)C. (9) The reactants are: [C:1]([N:8]1[CH:12]=[CH:11]N=C1)([N:3]1[CH:7]=[CH:6]N=C1)=[O:2].NC1[CH:15]=[C:16]([CH:20]([CH3:23])[C:21]#[N:22])[CH:17]=[CH:18]C=1.NC1C=[CH:41][C:28]([O:29][C:30]2[CH:35]=[CH:34][N:33]=[C:32]([NH:36][CH2:37][CH2:38][CH2:39][OH:40])[N:31]=2)=[CH:27][CH:26]=1. Given the product [C:21]([CH:20]([CH3:23])[C:16]1[CH:15]=[C:12]([NH:8][C:1]([NH:3][C:7]2[CH:6]=[CH:41][C:28]([O:29][C:30]3[CH:35]=[CH:34][N:33]=[C:32]([NH:36][CH2:37][CH2:38][CH2:39][OH:40])[N:31]=3)=[CH:27][CH:26]=2)=[O:2])[CH:11]=[CH:18][CH:17]=1)#[N:22], predict the reactants needed to synthesize it.